From a dataset of Forward reaction prediction with 1.9M reactions from USPTO patents (1976-2016). Predict the product of the given reaction. (1) The product is: [C:1]([N:4]1[C:13]2[C:8](=[CH:9][C:10]([C:14]3[N:15]=[N:16][N:17]([CH2:19][C:20]([OH:22])=[O:21])[CH:18]=3)=[CH:11][CH:12]=2)[C@H:7]([NH:24][C:25]([O:27][CH:28]([CH3:30])[CH3:29])=[O:26])[CH2:6][C@@H:5]1[CH3:31])(=[O:3])[CH3:2]. Given the reactants [C:1]([N:4]1[C:13]2[C:8](=[CH:9][C:10]([C:14]3[N:15]=[N:16][N:17]([CH2:19][C:20]([O:22]C)=[O:21])[CH:18]=3)=[CH:11][CH:12]=2)[C@H:7]([NH:24][C:25]([O:27][CH:28]([CH3:30])[CH3:29])=[O:26])[CH2:6][C@@H:5]1[CH3:31])(=[O:3])[CH3:2].[OH-].[Na+], predict the reaction product. (2) Given the reactants BrN[C:3](=O)[CH2:4][CH2:5][C:6]([NH2:8])=O.N(C(C)(C)C#N)=N[C:12](C)(C)C#N.[N:22]1[CH:27]=C(C)C=C(C)[CH:23]=1, predict the reaction product. The product is: [CH3:23][N:22]([C:6]1[CH:5]=[CH:4][CH:3]=[CH:12][N:8]=1)[CH3:27]. (3) Given the reactants [C:1](=[NH:23])([O:3][CH2:4][CH2:5][C:6]1[CH:11]=[CH:10][C:9]([O:12][C:13]2[CH:18]=[CH:17][CH:16]=[C:15]([C:19]([F:22])([F:21])[F:20])[N:14]=2)=[CH:8][CH:7]=1)[NH2:2].FC(F)(F)C([O-])=O.[CH:31]([CH:33]([CH2:38][C:39]1[CH:40]=[N:41][C:42]([O:45][CH3:46])=[N:43][CH:44]=1)[C:34](OC)=O)=[O:32].C([O-])([O-])=O.[K+].[K+], predict the reaction product. The product is: [CH3:46][O:45][C:42]1[N:41]=[CH:40][C:39]([CH2:38][C:33]2[C:31](=[O:32])[N:23]=[C:1]([O:3][CH2:4][CH2:5][C:6]3[CH:7]=[CH:8][C:9]([O:12][C:13]4[CH:18]=[CH:17][CH:16]=[C:15]([C:19]([F:22])([F:21])[F:20])[N:14]=4)=[CH:10][CH:11]=3)[NH:2][CH:34]=2)=[CH:44][N:43]=1. (4) Given the reactants [CH3:1][CH:2]([CH3:8])[C:3](=O)[CH2:4][C:5]#[N:6].[NH2:9][NH2:10], predict the reaction product. The product is: [CH:2]([C:3]1[NH:10][N:9]=[C:5]([NH2:6])[CH:4]=1)([CH3:8])[CH3:1]. (5) Given the reactants [CH3:1][S:2]([C:5]1[CH:12]=[CH:11][C:8]([CH:9]=[O:10])=[CH:7][CH:6]=1)(=[O:4])=[O:3].[CH3:13][C:14](=[CH2:18])[C:15](=[O:17])[CH3:16].CCN(CC)CC, predict the reaction product. The product is: [CH3:1][S:2]([C:5]1[CH:12]=[CH:11][C:8]([C:9](=[O:10])[CH2:13][CH:14]([CH3:18])[C:15](=[O:17])[CH3:16])=[CH:7][CH:6]=1)(=[O:3])=[O:4]. (6) Given the reactants [F:1][C:2]([F:35])([F:34])[C:3]1[CH:4]=[C:5]([CH2:13][O:14][C@@H:15]2[CH2:21][CH2:20][C@@H:19]3[N:22]([CH2:23][C:24]#[C:25][CH2:26]Cl)[C@@:16]2([C:28]2[CH:33]=[CH:32][CH:31]=[CH:30][CH:29]=2)[CH2:17][CH2:18]3)[CH:6]=[C:7]([C:9]([F:12])([F:11])[F:10])[CH:8]=1.[N-:36]=[N+:37]=[N-:38].[Na+], predict the reaction product. The product is: [N:36]([CH2:26][C:25]#[C:24][CH2:23][N:22]1[C@@H:19]2[CH2:18][CH2:17][C@@:16]1([C:28]1[CH:33]=[CH:32][CH:31]=[CH:30][CH:29]=1)[C@H:15]([O:14][CH2:13][C:5]1[CH:4]=[C:3]([C:2]([F:35])([F:34])[F:1])[CH:8]=[C:7]([C:9]([F:12])([F:11])[F:10])[CH:6]=1)[CH2:21][CH2:20]2)=[N+:37]=[N-:38].